Dataset: Catalyst prediction with 721,799 reactions and 888 catalyst types from USPTO. Task: Predict which catalyst facilitates the given reaction. Reactant: C([O:3][CH:4](OCC)[CH2:5][O:6][CH:7]([CH2:12][CH:13]=[CH2:14])[CH2:8][CH:9]1[CH2:11][CH2:10]1)C.Cl. Product: [CH:9]1([CH2:8][CH:7]([O:6][CH2:5][CH:4]=[O:3])[CH2:12][CH:13]=[CH2:14])[CH2:10][CH2:11]1. The catalyst class is: 7.